Dataset: Forward reaction prediction with 1.9M reactions from USPTO patents (1976-2016). Task: Predict the product of the given reaction. (1) Given the reactants Cl[C:2]1[N:7]=[C:6]([CH3:8])[N:5]=[C:4]([N:9]2[CH2:12][CH:11]([C:13]3[N:17]([CH3:18])[C:16]4[CH:19]=[CH:20][CH:21]=[CH:22][C:15]=4[N:14]=3)[CH2:10]2)[CH:3]=1.[CH3:23][C:24]1[C:29](B(O)O)=[CH:28][CH:27]=[CH:26][N:25]=1.C(=O)([O-])[O-].[Cs+].[Cs+], predict the reaction product. The product is: [CH3:18][N:17]1[C:16]2[CH:19]=[CH:20][CH:21]=[CH:22][C:15]=2[N:14]=[C:13]1[CH:11]1[CH2:12][N:9]([C:4]2[CH:3]=[C:2]([C:29]3[C:24]([CH3:23])=[N:25][CH:26]=[CH:27][CH:28]=3)[N:7]=[C:6]([CH3:8])[N:5]=2)[CH2:10]1. (2) Given the reactants O[C@H:2]([CH3:17])[C@H:3]([NH:8][C:9]([C:11]1[CH:16]=[CH:15][CH:14]=[CH:13][CH:12]=1)=[O:10])[C:4]([O:6][CH3:7])=[O:5], predict the reaction product. The product is: [CH3:17][C@@H:2]1[O:10][C:9]([C:11]2[CH:16]=[CH:15][CH:14]=[CH:13][CH:12]=2)=[N:8][C@@H:3]1[C:4]([O:6][CH3:7])=[O:5]. (3) Given the reactants [CH3:1][C:2]1[C:6]([CH:7]([OH:21])[C:8]2[O:9][C:10]3[CH:16]=[CH:15][C:14]([CH2:17][C:18](O)=[O:19])=[CH:13][C:11]=3[CH:12]=2)=[C:5]([CH3:22])[O:4][N:3]=1.[CH3:23][C:24]1[CH:29]=[C:28]([CH3:30])[CH:27]=[CH:26][C:25]=1[CH:31]([NH2:37])[CH2:32][CH2:33][CH:34]([CH3:36])[CH3:35].C(OCC#N)(C)C, predict the reaction product. The product is: [CH3:1][C:2]1[C:6]([CH:7]([OH:21])[C:8]2[O:9][C:10]3[CH:16]=[CH:15][C:14]([CH2:17][C:18]([NH:37][CH:31]([C:25]4[CH:26]=[CH:27][C:28]([CH3:30])=[CH:29][C:24]=4[CH3:23])[CH2:32][CH2:33][CH:34]([CH3:36])[CH3:35])=[O:19])=[CH:13][C:11]=3[CH:12]=2)=[C:5]([CH3:22])[O:4][N:3]=1. (4) The product is: [C:11]([Si:8]([O:15][CH2:16][C:17]1[S:21][C:20]([Cl:22])=[C:19]([C:23]2([C:25]3[CH:30]=[CH:29][CH:28]=[C:27]([Cl:31])[CH:26]=3)[CH2:3][CH2:2][O:24]2)[CH:18]=1)([CH3:10])[CH3:9])([CH3:14])([CH3:13])[CH3:12]. Given the reactants [I-].[CH3:2][C:3]([O-])(C)C.[K+].[Si:8]([O:15][CH2:16][C:17]1[S:21][C:20]([Cl:22])=[C:19]([C:23]([C:25]2[CH:30]=[CH:29][CH:28]=[C:27]([Cl:31])[CH:26]=2)=[O:24])[CH:18]=1)([C:11]([CH3:14])([CH3:13])[CH3:12])([CH3:10])[CH3:9].CC(O)(C)C, predict the reaction product. (5) Given the reactants [Br:1][C:2]1[CH:7]=[CH:6][C:5]([CH3:8])=[C:4]([C:9]([F:12])([F:11])[F:10])[CH:3]=1.[Br:13]N1C(=O)CCC1=O.N(C(C)(C)C#N)=NC(C)(C)C#N.O, predict the reaction product. The product is: [Br:1][C:2]1[CH:7]=[CH:6][C:5]([CH2:8][Br:13])=[C:4]([C:9]([F:10])([F:11])[F:12])[CH:3]=1. (6) Given the reactants COC1C=CC(C[N:8]([C:22]2[S:23][CH:24]=[CH:25][N:26]=2)[S:9]([C:12]2[CH:13]=[CH:14][C:15]3[NH:20][CH2:19][CH2:18][O:17][C:16]=3[CH:21]=2)(=[O:11])=[O:10])=CC=1.Br[C:30]1[C:31]([O:40][CH3:41])=[N:32][C:33]([C:36]([F:39])([F:38])[F:37])=[CH:34][CH:35]=1.CC(C)([O-])C.[Na+].CC1(C)C2C(=C(P(C3C=CC=CC=3)C3C=CC=CC=3)C=CC=2)OC2C(P(C3C=CC=CC=3)C3C=CC=CC=3)=CC=CC1=2, predict the reaction product. The product is: [CH3:41][O:40][C:31]1[C:30]([N:20]2[CH2:19][CH2:18][O:17][C:16]3[CH:21]=[C:12]([S:9]([NH:8][C:22]4[S:23][CH:24]=[CH:25][N:26]=4)(=[O:10])=[O:11])[CH:13]=[CH:14][C:15]2=3)=[CH:35][CH:34]=[C:33]([C:36]([F:39])([F:37])[F:38])[N:32]=1. (7) Given the reactants [O:1]=[C:2]1[CH:10]([CH2:11][C:12]([O:14][CH3:15])=[O:13])[C:9]2[C:4](=[CH:5][CH:6]=[CH:7][CH:8]=2)[N:3]1[CH:16]1[CH2:21][CH2:20][NH:19][CH2:18][CH2:17]1.[OH:22]C(C(F)(F)F)=O.O=C1C(CC(OC)=O)C2C(=CC=CC=2)N1C1CCNCC1.C(N(CC)CC)C.[I-].[Na+].Cl[CH2:60][C:61]1[C:70]2[C:65](=[CH:66][CH:67]=[CH:68][C:69]=2[CH3:71])[CH:64]=[CH:63][CH:62]=1, predict the reaction product. The product is: [OH:22][C:10]1([CH2:11][C:12]([O:14][CH3:15])=[O:13])[C:9]2[C:4](=[CH:5][CH:6]=[CH:7][CH:8]=2)[N:3]([CH:16]2[CH2:21][CH2:20][N:19]([CH2:60][C:61]3[C:70]4[C:65](=[CH:66][CH:67]=[CH:68][C:69]=4[CH3:71])[CH:64]=[CH:63][CH:62]=3)[CH2:18][CH2:17]2)[C:2]1=[O:1]. (8) Given the reactants [Br:1][C:2]1[CH:3]=[N:4][NH:5][CH:6]=1.[CH:7]1(B(O)O)[CH2:9][CH2:8]1.N1C=CC=CC=1C1C=CC=CN=1.C(=O)([O-])[O-].[Na+].[Na+].[NH4+].[Cl-], predict the reaction product. The product is: [Br:1][C:2]1[CH:3]=[N:4][N:5]([CH:7]2[CH2:9][CH2:8]2)[CH:6]=1. (9) The product is: [NH2:1][C:2]1[O:3][C:4]2[C:9]([CH:10]([C:14]3[CH:19]=[C:18]([O:20][CH3:21])[C:17]([OH:22])=[C:16]([Br:30])[CH:15]=3)[C:11]=1[C:12]#[N:13])=[CH:8][CH:7]=[C:6]1[CH:31]=[CH:32][CH:33]=[CH:34][C:5]=21. Given the reactants [NH2:1][C:2]1[O:3][C:4]2[C:9]([CH:10]([C:14]3[CH:19]=[C:18]([O:20][CH3:21])[C:17]([O:22]CC4C=CC=CC=4)=[C:16]([Br:30])[CH:15]=3)[C:11]=1[C:12]#[N:13])=[CH:8][CH:7]=[C:6]1[CH:31]=[CH:32][CH:33]=[CH:34][C:5]=21.Cl, predict the reaction product. (10) Given the reactants [OH:1][CH2:2][C:3]([CH3:38])([CH3:37])[CH2:4][O:5][C:6]1[CH:7]=[CH:8][CH:9]=[C:10]2[C:15]=1[N:14]=[C:13]([C:16]1[N:20]3[CH:21]=[CH:22][C:23]([CH2:25][N:26]4C(=O)C5C(=CC=CC=5)C4=O)=[CH:24][C:19]3=[N:18][N:17]=1)[CH:12]=[CH:11]2.NN, predict the reaction product. The product is: [NH2:26][CH2:25][C:23]1[CH:22]=[CH:21][N:20]2[C:16]([C:13]3[CH:12]=[CH:11][C:10]4[C:15](=[C:6]([O:5][CH2:4][C:3]([CH3:38])([CH3:37])[CH2:2][OH:1])[CH:7]=[CH:8][CH:9]=4)[N:14]=3)=[N:17][N:18]=[C:19]2[CH:24]=1.